This data is from Catalyst prediction with 721,799 reactions and 888 catalyst types from USPTO. The task is: Predict which catalyst facilitates the given reaction. Reactant: C([O:8][C:9]1[C:18]2[C:13](=[CH:14][CH:15]=[CH:16][CH:17]=2)[C:12]([CH2:19][CH2:20][Cl:21])=[C:11]([NH:22][C:23]([C:25]2[NH:26][C:27]3[C:32]([CH:33]=2)=[CH:31][C:30]([O:34][CH3:35])=[C:29]([O:36][CH3:37])[C:28]=3[O:38][CH3:39])=[O:24])[CH:10]=1)C1C=CC=CC=1. Product: [Cl:21][CH2:20][CH2:19][C:12]1[C:13]2[C:18](=[CH:17][CH:16]=[CH:15][CH:14]=2)[C:9]([OH:8])=[CH:10][C:11]=1[NH:22][C:23]([C:25]1[NH:26][C:27]2[C:32]([CH:33]=1)=[CH:31][C:30]([O:34][CH3:35])=[C:29]([O:36][CH3:37])[C:28]=2[O:38][CH3:39])=[O:24]. The catalyst class is: 123.